This data is from Forward reaction prediction with 1.9M reactions from USPTO patents (1976-2016). The task is: Predict the product of the given reaction. (1) Given the reactants [OH:1][N:2]([C:10]1([CH3:27])[C:14](=[O:15])[N:13]([CH3:16])[N:12]=[C:11]1[C:17]1[CH:22]=[CH:21][C:20]([S:23]([CH3:26])(=[O:25])=[O:24])=[CH:19][CH:18]=1)[C:3](=[O:9])[O:4][C:5]([CH3:8])([CH3:7])[CH3:6].C(N(CC)CC)C.[C:35](Cl)(=[O:37])[CH3:36], predict the reaction product. The product is: [C:35]([O:1][N:2]([C:3]([O:4][C:5]([CH3:7])([CH3:8])[CH3:6])=[O:9])[C:10]1([CH3:27])[C:14](=[O:15])[N:13]([CH3:16])[N:12]=[C:11]1[C:17]1[CH:18]=[CH:19][C:20]([S:23]([CH3:26])(=[O:25])=[O:24])=[CH:21][CH:22]=1)(=[O:37])[CH3:36]. (2) Given the reactants [NH2:1][C:2]1[N:9]=[C:8]([C:10]2[O:11][CH:12]=[CH:13][CH:14]=2)[C:7](Br)=[CH:6][C:3]=1[C:4]#[N:5].[C:16]([C:18]1[CH:23]=[CH:22][C:21](OB(O)O)=[CH:20][CH:19]=1)#[N:17].C(=O)([O-])[O-].[K+].[K+], predict the reaction product. The product is: [NH2:1][C:2]1[N:9]=[C:8]([C:10]2[O:11][CH:12]=[CH:13][CH:14]=2)[C:7]([C:21]2[CH:22]=[CH:23][C:18]([C:16]#[N:17])=[CH:19][CH:20]=2)=[CH:6][C:3]=1[C:4]#[N:5]. (3) Given the reactants [C:1]([C:3]1[C:4]([N:16]2[CH2:21][CH2:20][CH:19]([C:22]([OH:24])=O)[CH2:18][CH2:17]2)=[N:5][C:6]([O:14][CH3:15])=[C:7]([C:9]([O:11][CH2:12][CH3:13])=[O:10])[CH:8]=1)#[N:2].[F:25][C:26]1[CH:27]=[C:28]([CH2:32][S:33]([NH2:36])(=[O:35])=[O:34])[CH:29]=[CH:30][CH:31]=1, predict the reaction product. The product is: [C:1]([C:3]1[C:4]([N:16]2[CH2:17][CH2:18][CH:19]([C:22](=[O:24])[NH:36][S:33]([CH2:32][C:28]3[CH:29]=[CH:30][CH:31]=[C:26]([F:25])[CH:27]=3)(=[O:35])=[O:34])[CH2:20][CH2:21]2)=[N:5][C:6]([O:14][CH3:15])=[C:7]([CH:8]=1)[C:9]([O:11][CH2:12][CH3:13])=[O:10])#[N:2]. (4) Given the reactants O.NN.[C:4]([O:8][C:9](=[O:35])[NH:10][C:11]([C:13]1[C:18]([OH:19])=[CH:17][C:16]([O:20][CH2:21][CH2:22][O:23][N:24]2C(=O)C3C(=CC=CC=3)C2=O)=[CH:15][N:14]=1)=[NH:12])([CH3:7])([CH3:6])[CH3:5], predict the reaction product. The product is: [NH2:24][O:23][CH2:22][CH2:21][O:20][C:16]1[CH:17]=[C:18]([OH:19])[C:13]([C:11]([NH:10][C:9](=[O:35])[O:8][C:4]([CH3:5])([CH3:6])[CH3:7])=[NH:12])=[N:14][CH:15]=1. (5) The product is: [NH2:17][C:13]1[N:14]=[CH:15][N:16]=[C:11]([N:7]2[C:6]3[CH:18]=[C:2]([C:20]#[C:19][C:21]4([OH:28])[CH2:26][CH:25]5[CH2:27][CH:22]4[CH2:23][CH2:24]5)[CH:3]=[CH:4][C:5]=3[N:9]=[C:8]2[CH3:10])[N:12]=1. Given the reactants Br[C:2]1[CH:3]=[CH:4][C:5]2[N:9]=[C:8]([CH3:10])[N:7]([C:11]3[N:16]=[CH:15][N:14]=[C:13]([NH2:17])[N:12]=3)[C:6]=2[CH:18]=1.[C:19]([C:21]1([OH:28])[CH2:26][CH:25]2[CH2:27][CH:22]1[CH2:23][CH2:24]2)#[CH:20].C1C=CC(P(C2C=CC=CC=2)CCCP(C2C=CC=CC=2)C2C=CC=CC=2)=CC=1.C(=O)([O-])[O-].[K+].[K+], predict the reaction product. (6) Given the reactants [O:1]1[C:10]2[CH:9]=[C:8]([CH:11]=[O:12])[N:7]=[CH:6][C:5]=2[O:4][CH2:3][CH2:2]1.Cl([O-])=[O:14].[Na+].P([O-])(O)(O)=O.[Na+], predict the reaction product. The product is: [O:1]1[C:10]2[CH:9]=[C:8]([C:11]([OH:14])=[O:12])[N:7]=[CH:6][C:5]=2[O:4][CH2:3][CH2:2]1. (7) The product is: [ClH:33].[ClH:33].[NH2:24][C@@H:11]([CH2:10][CH2:9][CH2:8][CH2:7][NH:6][S:3]([N:2]([CH3:32])[CH3:1])(=[O:5])=[O:4])[CH:12]([OH:23])[C:13]([NH:14][CH2:15][C:16]1[CH:17]=[N:18][CH:19]=[CH:20][CH:21]=1)=[O:22]. Given the reactants [CH3:1][N:2]([CH3:32])[S:3]([NH:6][CH2:7][CH2:8][CH2:9][CH2:10][C@H:11]([NH:24]C(=O)OC(C)(C)C)[CH:12]([OH:23])[C:13](=[O:22])[NH:14][CH2:15][C:16]1[CH:17]=[N:18][CH:19]=[CH:20][CH:21]=1)(=[O:5])=[O:4].[ClH:33], predict the reaction product. (8) Given the reactants [CH:1]([C@@H:3]1[CH2:8][CH2:7][C@H:6]([CH3:9])[CH2:5][N:4]1[C:10]([O:12][C:13]([CH3:16])([CH3:15])[CH3:14])=[O:11])=O.[Cl:17][C:18]1[CH:19]=[CH:20][C:21]([NH2:24])=[N:22][CH:23]=1.C(O[BH-](OC(=O)C)OC(=O)C)(=O)C.[Na+].C([O-])([O-])=O.[Na+].[Na+], predict the reaction product. The product is: [Cl:17][C:18]1[CH:19]=[CH:20][C:21]([NH:24][CH2:1][C@@H:3]2[CH2:8][CH2:7][C@H:6]([CH3:9])[CH2:5][N:4]2[C:10]([O:12][C:13]([CH3:16])([CH3:15])[CH3:14])=[O:11])=[N:22][CH:23]=1. (9) The product is: [NH2:22][C:20](=[O:21])[C:19]([NH:18][C:15](=[O:17])[C:7]1[CH:6]=[CH:5][C:4]([CH:1]2[CH2:2][CH2:3]2)=[C:9]([O:10][CH2:11][CH:12]2[CH2:13][CH2:14]2)[N:8]=1)([CH3:26])[CH:23]([CH3:25])[CH3:24]. Given the reactants [CH:1]1([C:4]2[CH:5]=[CH:6][C:7]([C:15]([OH:17])=O)=[N:8][C:9]=2[O:10][CH2:11][CH:12]2[CH2:14][CH2:13]2)[CH2:3][CH2:2]1.[NH2:18][C:19]([CH3:26])([CH:23]([CH3:25])[CH3:24])[C:20]([NH2:22])=[O:21], predict the reaction product. (10) The product is: [O:10]=[C:9]1[CH2:8][CH2:7][S:6][CH:5]1[C:4]([O:3][CH3:2])=[O:13]. Given the reactants [Li].[CH3:2][O:3][C:4](=[O:13])[CH2:5][S:6][CH2:7][CH2:8][C:9](OC)=[O:10], predict the reaction product.